Dataset: Catalyst prediction with 721,799 reactions and 888 catalyst types from USPTO. Task: Predict which catalyst facilitates the given reaction. (1) Reactant: CSC.B.[Br:5][C:6]1[CH:14]=[CH:13][C:9]([C:10](O)=[O:11])=[C:8]([CH3:15])[CH:7]=1. Product: [Br:5][C:6]1[CH:14]=[CH:13][C:9]([CH2:10][OH:11])=[C:8]([CH3:15])[CH:7]=1. The catalyst class is: 7. (2) Reactant: [CH2:1]([O:3][C:4]([C:6]1[C:7]([N:26]2[CH2:31][CH2:30][O:29][CH2:28][CH2:27]2)=[C:8]2[CH:22]=[N:21][N:20]([CH:23]([CH3:25])[CH3:24])[C:9]2=[N:10][C:11]=1OS(C(F)(F)F)(=O)=O)=[O:5])[CH3:2].C([O-])(O)=O.[Na+].[OH:37][C:38]1[CH:39]=[C:40](B(O)O)[CH:41]=[CH:42][CH:43]=1. Product: [CH2:1]([O:3][C:4]([C:6]1[C:7]([N:26]2[CH2:27][CH2:28][O:29][CH2:30][CH2:31]2)=[C:8]2[CH:22]=[N:21][N:20]([CH:23]([CH3:24])[CH3:25])[C:9]2=[N:10][C:11]=1[C:42]1[CH:41]=[CH:40][CH:39]=[C:38]([OH:37])[CH:43]=1)=[O:5])[CH3:2]. The catalyst class is: 70. (3) Reactant: [CH3:1][C:2]1([CH3:15])[C:10]2[N:11]=[CH:12][N:13]=[CH:14][C:9]=2[C:8]2[CH:7]=[CH:6][CH:5]=[CH:4][C:3]1=2.[Br:16]Br.O. Product: [Br:16][C:5]1[CH:6]=[CH:7][C:8]2[C:9]3[CH:14]=[N:13][CH:12]=[N:11][C:10]=3[C:2]([CH3:15])([CH3:1])[C:3]=2[CH:4]=1. The catalyst class is: 22. (4) Reactant: [N:1]1([C:7]2[CH:12]=[CH:11][N:10]3[N:13]=[C:14]([C:26]4[CH:31]=[CH:30][CH:29]=[CH:28][CH:27]=4)[C:15]([C:16]4[CH:17]=[CH:18][C:19](=[O:25])[N:20]([CH:22]([CH3:24])[CH3:23])[N:21]=4)=[C:9]3[CH:8]=2)[CH2:6][CH2:5][NH:4][CH2:3][CH2:2]1.Cl.[CH3:33][N:34]([CH3:39])[CH2:35][C:36](O)=[O:37].C(N(CC)C(C)C)(C)C.ON1C2C=CC=CC=2N=N1.Cl.C(N=C=NCCCN(C)C)C. Product: [CH3:33][N:34]([CH2:35][C:36]([N:4]1[CH2:3][CH2:2][N:1]([C:7]2[CH:12]=[CH:11][N:10]3[N:13]=[C:14]([C:26]4[CH:27]=[CH:28][CH:29]=[CH:30][CH:31]=4)[C:15]([C:16]4[CH:17]=[CH:18][C:19](=[O:25])[N:20]([CH:22]([CH3:24])[CH3:23])[N:21]=4)=[C:9]3[CH:8]=2)[CH2:6][CH2:5]1)=[O:37])[CH3:39]. The catalyst class is: 31. (5) Reactant: [CH3:1][CH:2]([CH2:39][CH3:40])[CH:3]([C:19]1[CH:24]=[CH:23][C:22]([CH2:25][N:26]2[C:31](=[O:32])[CH2:30][O:29][C:28]([C:33]3[CH:38]=[CH:37][CH:36]=[CH:35][CH:34]=3)=[N:27]2)=[CH:21][CH:20]=1)[C:4]([NH:6][CH2:7][CH:8]1[CH2:13][CH2:12][CH:11]([C:14]([O:16]CC)=[O:15])[CH2:10][CH2:9]1)=[O:5].[OH-].[Na+]. Product: [CH3:1][CH:2]([CH2:39][CH3:40])[CH:3]([C:19]1[CH:24]=[CH:23][C:22]([CH2:25][N:26]2[C:31](=[O:32])[CH2:30][O:29][C:28]([C:33]3[CH:34]=[CH:35][CH:36]=[CH:37][CH:38]=3)=[N:27]2)=[CH:21][CH:20]=1)[C:4]([NH:6][CH2:7][CH:8]1[CH2:13][CH2:12][CH:11]([C:14]([OH:16])=[O:15])[CH2:10][CH2:9]1)=[O:5]. The catalyst class is: 1. (6) Reactant: [F:1][C:2]1[CH:27]=[CH:26][CH:25]=[C:24]([F:28])[C:3]=1[CH2:4][O:5][C:6]1[C:7]2[N:8]([C:13]([C:19]([O:21]CC)=[O:20])=[C:14]([CH2:16][CH2:17][CH3:18])[N:15]=2)[CH:9]=[C:10]([CH3:12])[CH:11]=1.O.O.[OH-].[Li+].Cl. Product: [F:1][C:2]1[CH:27]=[CH:26][CH:25]=[C:24]([F:28])[C:3]=1[CH2:4][O:5][C:6]1[C:7]2[N:8]([C:13]([C:19]([OH:21])=[O:20])=[C:14]([CH2:16][CH2:17][CH3:18])[N:15]=2)[CH:9]=[C:10]([CH3:12])[CH:11]=1. The catalyst class is: 36. (7) Product: [NH2:1][C:4]1[C:13]2[C:8](=[CH:9][CH:10]=[CH:11][CH:12]=2)[CH:7]=[CH:6][CH:5]=1. The catalyst class is: 13. Reactant: [N+:1]([C:4]1[C:13]2[C:8](=[CH:9][CH:10]=[CH:11][CH:12]=2)[CH:7]=[CH:6][CH:5]=1)([O-])=O.O. (8) Reactant: N([O-])=O.[Na+].N[CH2:6][C:7]1[CH:8]=[CH:9][C:10]([C:13]2[N:17]([C:18]3[CH:19]=[N:20][CH:21]=[CH:22][CH:23]=3)[N:16]=[C:15]([C:24]([N:26]3[CH2:31][CH2:30][C:29]([F:33])([F:32])[CH2:28][CH2:27]3)=[O:25])[CH:14]=2)=[N:11][CH:12]=1.C(=O)([O-])[OH:35].[Na+].C(Cl)(Cl)Cl.CO. Product: [OH:35][CH2:6][C:7]1[CH:8]=[CH:9][C:10]([C:13]2[N:17]([C:18]3[CH:19]=[N:20][CH:21]=[CH:22][CH:23]=3)[N:16]=[C:15]([C:24]([N:26]3[CH2:31][CH2:30][C:29]([F:33])([F:32])[CH2:28][CH2:27]3)=[O:25])[CH:14]=2)=[N:11][CH:12]=1. The catalyst class is: 211.